Dataset: Full USPTO retrosynthesis dataset with 1.9M reactions from patents (1976-2016). Task: Predict the reactants needed to synthesize the given product. (1) Given the product [C:1]([C:5]1[N:6]=[C:7]([N:22]2[CH2:23][CH2:24][C@@H:51]([OH:50])[C@@H:27]2[CH2:26][OH:25])[C:8]2[N:13]=[N:12][N:11]([CH2:14][C:15]3[CH:20]=[CH:19][CH:18]=[CH:17][C:16]=3[Cl:21])[C:9]=2[N:10]=1)([CH3:2])([CH3:3])[CH3:4], predict the reactants needed to synthesize it. The reactants are: [C:1]([C:5]1[N:6]=[C:7]([N:22]2[CH2:27][CH2:26][O:25][CH2:24][CH2:23]2)[C:8]2[N:13]=[N:12][N:11]([CH2:14][C:15]3[CH:20]=[CH:19][CH:18]=[CH:17][C:16]=3[Cl:21])[C:9]=2[N:10]=1)([CH3:4])([CH3:3])[CH3:2].C(C1N=C(Cl)C2N=NN(CC3C=CC=CC=3Cl)C=2N=1)(C)(C)C.[OH:50][CH2:51][C@H]1[C@H](O)CCN1. (2) Given the product [Br-:12].[OH:16][CH2:15][CH2:14][CH2:13][N+:1]1[C:11]2[C:6](=[CH:7][CH:8]=[CH:9][CH:10]=2)[C:4]([CH3:5])=[CH:3][CH:2]=1, predict the reactants needed to synthesize it. The reactants are: [N:1]1[C:11]2[C:6](=[CH:7][CH:8]=[CH:9][CH:10]=2)[C:4]([CH3:5])=[CH:3][CH:2]=1.[Br:12][CH2:13][CH2:14][CH2:15][OH:16]. (3) Given the product [F:15][C:8]([C:9]1[N:20]([C:21]2[CH:26]=[CH:25][CH:24]=[CH:23][CH:22]=2)[C:19]([C:27]2[CH:32]=[CH:31][CH:30]=[CH:29][CH:28]=2)=[N:3][N:2]=1)([F:7])[CH3:14], predict the reactants needed to synthesize it. The reactants are: O.[NH2:2][NH2:3].C(O)C.[F:7][C:8]([F:15])([CH3:14])[C:9](OCC)=O.C(S[C:19]([C:27]1[CH:32]=[CH:31][CH:30]=[CH:29][CH:28]=1)=[N:20][C:21]1[CH:26]=[CH:25][CH:24]=[CH:23][CH:22]=1)C. (4) The reactants are: CS([O:5][C@H:6]1[CH2:10][CH2:9][C@@H:8]([N:11]2[CH2:16][CH2:15][CH2:14][CH2:13][CH2:12]2)[CH2:7]1)(=O)=O.[CH:17]1([CH2:20][NH:21][C:22](=[O:42])[CH2:23][N:24]2[C:33](=[O:34])[C:32]3[C:27](=[CH:28][CH:29]=[C:30](O)[CH:31]=3)[N:26]=[C:25]2[C:36]2[CH:41]=[CH:40][CH:39]=[CH:38][CH:37]=2)[CH2:19][CH2:18]1.C([O-])([O-])=O.[Cs+].[Cs+]. Given the product [CH:17]1([CH2:20][NH:21][C:22](=[O:42])[CH2:23][N:24]2[C:33](=[O:34])[C:32]3[C:27](=[CH:28][CH:29]=[C:30]([O:5][C@H:6]4[CH2:10][CH2:9][C@H:8]([N:11]5[CH2:16][CH2:15][CH2:14][CH2:13][CH2:12]5)[CH2:7]4)[CH:31]=3)[N:26]=[C:25]2[C:36]2[CH:41]=[CH:40][CH:39]=[CH:38][CH:37]=2)[CH2:18][CH2:19]1, predict the reactants needed to synthesize it.